This data is from Full USPTO retrosynthesis dataset with 1.9M reactions from patents (1976-2016). The task is: Predict the reactants needed to synthesize the given product. (1) Given the product [OH:23][CH2:24][C:25]([NH:28][S:29]([C:32]1[S:36][C:35]([NH:37][C:20]([C:19]2[CH:18]=[N:17][N:11]3[C:12]([CH:14]4[CH2:16][CH2:15]4)=[CH:13][C:8]([C:5]4[CH:6]=[CH:7][C:2]([Cl:1])=[CH:3][CH:4]=4)=[N:9][C:10]=23)=[O:22])=[N:34][C:33]=1[CH3:38])(=[O:31])=[O:30])([CH3:27])[CH3:26], predict the reactants needed to synthesize it. The reactants are: [Cl:1][C:2]1[CH:7]=[CH:6][C:5]([C:8]2[CH:13]=[C:12]([CH:14]3[CH2:16][CH2:15]3)[N:11]3[N:17]=[CH:18][C:19]([C:20]([OH:22])=O)=[C:10]3[N:9]=2)=[CH:4][CH:3]=1.[OH:23][CH2:24][C:25]([NH:28][S:29]([C:32]1[S:36][C:35]([NH2:37])=[N:34][C:33]=1[CH3:38])(=[O:31])=[O:30])([CH3:27])[CH3:26]. (2) The reactants are: [N:1]1([C:6]2[CH:11]=[CH:10][C:9]([NH2:12])=[C:8]([CH3:13])[CH:7]=2)[CH:5]=[CH:4][N:3]=[CH:2]1.[CH3:14][C:15]([O:17]C(C)=O)=O.[N+:21]([O-])([OH:23])=[O:22].[OH-].[NH4+]. Given the product [N:1]1([C:6]2[CH:11]=[C:10]([N+:21]([O-:23])=[O:22])[C:9]([NH:12][C:15](=[O:17])[CH3:14])=[C:8]([CH3:13])[CH:7]=2)[CH:5]=[CH:4][N:3]=[CH:2]1, predict the reactants needed to synthesize it. (3) Given the product [NH2:1][C@H:2]([C:7]1[CH:8]=[CH:9][C:10]([Br:13])=[CH:11][CH:12]=1)[CH2:3][CH2:4][OH:5], predict the reactants needed to synthesize it. The reactants are: [NH2:1][C@H:2]([C:7]1[CH:12]=[CH:11][C:10]([Br:13])=[CH:9][CH:8]=1)[CH2:3][C:4](O)=[O:5].CO. (4) The reactants are: [C:1]([O:5][C:6]([N:8]([C:25]1[CH:30]=[CH:29][N:28]=[C:27](Cl)[N:26]=1)[C:9]1[CH:10]=[C:11]2[C:15](=[CH:16][CH:17]=1)[N:14]([C:18]([O:20][C:21]([CH3:24])([CH3:23])[CH3:22])=[O:19])[N:13]=[CH:12]2)=[O:7])([CH3:4])([CH3:3])[CH3:2].CC1(C)C(C)(C)OB([C:40]2[CH:41]=[C:42]([CH:57]=[CH:58][CH:59]=2)[O:43][CH:44]2[CH2:49][CH2:48][N:47]([C:50]([O:52][C:53]([CH3:56])([CH3:55])[CH3:54])=[O:51])[CH2:46][CH2:45]2)O1.CC([O-])=O.[K+].CC(OC(OC(OC(C)(C)C)=O)=O)(C)C. Given the product [C:21]([O:20][C:18]([N:14]1[C:15]2[C:11](=[CH:10][C:9]([N:8]([C:6]([O:5][C:1]([CH3:4])([CH3:3])[CH3:2])=[O:7])[C:25]3[CH:30]=[CH:29][N:28]=[C:27]([C:40]4[CH:59]=[CH:58][CH:57]=[C:42]([O:43][CH:44]5[CH2:49][CH2:48][N:47]([C:50]([O:52][C:53]([CH3:55])([CH3:54])[CH3:56])=[O:51])[CH2:46][CH2:45]5)[CH:41]=4)[N:26]=3)=[CH:17][CH:16]=2)[CH:12]=[N:13]1)=[O:19])([CH3:24])([CH3:23])[CH3:22], predict the reactants needed to synthesize it. (5) Given the product [CH:1]([N:4]1[C:8]([C:9]2[CH2:14][O:13][CH2:12][CH2:11][C:10]=2[CH2:15][OH:16])=[CH:7][CH:6]=[N:5]1)([CH3:3])[CH3:2], predict the reactants needed to synthesize it. The reactants are: [CH:1]([N:4]1[C:8]([C:9]2[CH2:14][O:13][CH2:12][CH2:11][C:10]=2[C:15](OCC)=[O:16])=[CH:7][CH:6]=[N:5]1)([CH3:3])[CH3:2].[H-].[H-].[H-].[H-].[Li+].[Al+3].